Dataset: Full USPTO retrosynthesis dataset with 1.9M reactions from patents (1976-2016). Task: Predict the reactants needed to synthesize the given product. (1) The reactants are: [CH3:1][C:2]1([CH3:12])[CH2:11][N:5]2[N:6]=[C:7]([CH2:9][OH:10])[CH:8]=[C:4]2[CH2:3]1. Given the product [CH3:1][C:2]1([CH3:12])[CH2:11][N:5]2[N:6]=[C:7]([CH:9]=[O:10])[CH:8]=[C:4]2[CH2:3]1, predict the reactants needed to synthesize it. (2) Given the product [C:9]1([C@@H:6]([CH2:7][CH3:8])[CH2:5][C@H:2]2[CH2:3][O:4][C:21]([NH2:20])=[N:1]2)[CH:10]=[CH:11][CH:12]=[CH:13][CH:14]=1, predict the reactants needed to synthesize it. The reactants are: [NH2:1][C@@H:2]([CH2:5][C@@H:6]([C:9]1[CH:14]=[CH:13][CH:12]=[CH:11][CH:10]=1)[CH2:7][CH3:8])[CH2:3][OH:4].C([O-])(=O)C.[Na+].[N:20]#[C:21]Br. (3) Given the product [OH:33][CH2:32][CH2:31][N:30]([CH3:34])[C:27]1[N:28]=[CH:29][C:24]([NH:23][C:2]2[N:7]=[C:6]([C:8]3[CH:9]=[CH:10][C:11]([O:16][CH:17]4[CH2:22][CH2:21][O:20][CH2:19][CH2:18]4)=[C:12]([CH:15]=3)[C:13]#[N:14])[CH:5]=[CH:4][N:3]=2)=[CH:25][CH:26]=1, predict the reactants needed to synthesize it. The reactants are: Cl[C:2]1[N:7]=[C:6]([C:8]2[CH:9]=[CH:10][C:11]([O:16][CH:17]3[CH2:22][CH2:21][O:20][CH2:19][CH2:18]3)=[C:12]([CH:15]=2)[C:13]#[N:14])[CH:5]=[CH:4][N:3]=1.[NH2:23][C:24]1[CH:25]=[CH:26][C:27]([N:30]([CH3:34])[CH2:31][CH2:32][OH:33])=[N:28][CH:29]=1.C(=O)([O-])[O-].[Cs+].[Cs+].C1C=CC(P(C2C(C3C(P(C4C=CC=CC=4)C4C=CC=CC=4)=CC=C4C=3C=CC=C4)=C3C(C=CC=C3)=CC=2)C2C=CC=CC=2)=CC=1. (4) Given the product [CH2:1]([O:5][C:6]1[C:11]2[C:12]([O:15][CH2:16][CH:17]3[CH2:22][CH2:21][N:20]([CH2:23][C@H:25]4[CH2:26][CH2:27][C@H:28]([C:31]([O:33][CH3:34])=[O:32])[CH2:29][CH2:30]4)[CH2:19][CH2:18]3)=[N:13][O:14][C:10]=2[CH:9]=[CH:8][CH:7]=1)[CH:2]([CH3:4])[CH3:3], predict the reactants needed to synthesize it. The reactants are: [CH2:1]([O:5][C:6]1[C:11]2[C:12]([O:15][CH2:16][CH:17]3[CH2:22][CH2:21][NH:20][CH2:19][CH2:18]3)=[N:13][O:14][C:10]=2[CH:9]=[CH:8][CH:7]=1)[CH:2]([CH3:4])[CH3:3].[CH:23]([C@H:25]1[CH2:30][CH2:29][C@H:28]([C:31]([O:33][CH3:34])=[O:32])[CH2:27][CH2:26]1)=O.C(C1(C(OC)=O)CCCC1)=O. (5) Given the product [F:34][C:31]1[CH:32]=[CH:33][C:28]([C:27]([NH:26][CH2:25][C:7]2([C:21]([F:22])([F:23])[F:24])[C:6]3[CH:36]=[C:2]([N:37]4[CH:41]=[N:40][CH:39]=[N:38]4)[CH:3]=[CH:4][C:5]=3[NH:10][C:9](=[O:20])[O:8]2)=[O:35])=[CH:29][CH:30]=1, predict the reactants needed to synthesize it. The reactants are: I[C:2]1[CH:3]=[CH:4][C:5]2[N:10](CC3C=CC(OC)=CC=3)[C:9](=[O:20])[O:8][C:7]([CH2:25][NH:26][C:27](=[O:35])[C:28]3[CH:33]=[CH:32][C:31]([F:34])=[CH:30][CH:29]=3)([C:21]([F:24])([F:23])[F:22])[C:6]=2[CH:36]=1.[NH:37]1[CH:41]=[N:40][CH:39]=[N:38]1.P([O-])([O-])([O-])=O.[K+].[K+].[K+].CNCCNC. (6) The reactants are: [CH:1]([NH:4][C:5]1[C:10]2[C:11]([C:23]3[CH:24]=[C:25]([CH:29]=[CH:30][N:31]=3)[C:26]([OH:28])=O)=[N:12][N:13](CC3C=CC(OC)=CC=3)[C:9]=2[CH:8]=[CH:7][N:6]=1)([CH3:3])[CH3:2].[CH:32]([NH:35][C:36]1C2C(C3C=C(C=CN=3)C(OC)=O)=NN(CC3C=CC(OC)=CC=3)C=2C=CN=1)(C)C.[Li+].[OH-].O. Given the product [CH:1]([NH:4][C:5]1[C:10]2[C:11]([C:23]3[CH:24]=[C:25]([CH:29]=[CH:30][N:31]=3)[C:26]([N:35]([CH3:36])[CH3:32])=[O:28])=[N:12][NH:13][C:9]=2[CH:8]=[CH:7][N:6]=1)([CH3:3])[CH3:2], predict the reactants needed to synthesize it. (7) Given the product [CH3:14][O:13][C:12]1[C:6]2[O:5][C:4]([C:1]3([CH3:2])[O:20][CH2:19][CH2:18][O:3]3)=[CH:8][C:7]=2[C:9]([N+:15]([O-:17])=[O:16])=[CH:10][CH:11]=1, predict the reactants needed to synthesize it. The reactants are: [C:1]([C:4]1[O:5][C:6]2[C:12]([O:13][CH3:14])=[CH:11][CH:10]=[C:9]([N+:15]([O-:17])=[O:16])[C:7]=2[CH:8]=1)(=[O:3])[CH3:2].[CH2:18](O)[CH2:19][OH:20].C1(C)C=CC(S(O)(=O)=O)=CC=1.